Dataset: TCR-epitope binding with 47,182 pairs between 192 epitopes and 23,139 TCRs. Task: Binary Classification. Given a T-cell receptor sequence (or CDR3 region) and an epitope sequence, predict whether binding occurs between them. (1) The epitope is ARMILMTHF. The TCR CDR3 sequence is CATSDLGLAGDTQYF. Result: 0 (the TCR does not bind to the epitope). (2) The epitope is PROT_97E67BCC. The TCR CDR3 sequence is CASSERVSGNQPQHF. Result: 1 (the TCR binds to the epitope). (3) The epitope is IVTDFSVIK. The TCR CDR3 sequence is CASISPLGLASGTGELFF. Result: 1 (the TCR binds to the epitope). (4) The epitope is KLPDDFTGCV. The TCR CDR3 sequence is CASSQEDWARATEAFF. Result: 1 (the TCR binds to the epitope). (5) The epitope is FPRPWLHGL. The TCR CDR3 sequence is CASSLYTGGDQPQHF. Result: 1 (the TCR binds to the epitope). (6) The epitope is KLWAQCVQL. The TCR CDR3 sequence is CASSDGTANTEAFF. Result: 1 (the TCR binds to the epitope). (7) The epitope is FLNRFTTTL. The TCR CDR3 sequence is CATFYEQFF. Result: 1 (the TCR binds to the epitope). (8) The epitope is YVLDHLIVV. The TCR CDR3 sequence is CAAARTVDEKLFF. Result: 0 (the TCR does not bind to the epitope).